Dataset: Full USPTO retrosynthesis dataset with 1.9M reactions from patents (1976-2016). Task: Predict the reactants needed to synthesize the given product. (1) The reactants are: Cl.[Cl:2][C:3]1[CH:8]=[CH:7][C:6]([S:9]([N:12]2[CH2:17][CH2:16][NH:15][CH2:14][C@@H:13]2[CH3:18])(=[O:11])=[O:10])=[CH:5][CH:4]=1.C(Cl)CCl.C1C=CC2N(O)N=NC=2C=1.[CH3:33][C:34]1[N:39]=[CH:38][C:37]([C:40](O)=[O:41])=[CH:36][CH:35]=1.C(N1CCOCC1)C. Given the product [Cl:2][C:3]1[CH:4]=[CH:5][C:6]([S:9]([N:12]2[CH2:17][CH2:16][N:15]([C:40]([C:37]3[CH:38]=[N:39][C:34]([CH3:33])=[CH:35][CH:36]=3)=[O:41])[CH2:14][C@@H:13]2[CH3:18])(=[O:10])=[O:11])=[CH:7][CH:8]=1, predict the reactants needed to synthesize it. (2) Given the product [C:1]([O:5][C:6]([N:8]1[CH2:13][CH2:12][CH:11]([C:14]2[CH:15]=[CH:16][C:17]([NH:20][C:21]([N:23]3[CH2:24][CH2:25][CH:26]([C:29]4[C:38]5[C:33](=[CH:34][C:35]([O:41][CH3:42])=[C:36]([O:39][CH3:40])[CH:37]=5)[N:32]=[CH:31][N:30]=4)[CH2:27][CH2:28]3)=[O:22])=[CH:18][CH:19]=2)[CH2:10][CH2:9]1)=[O:7])([CH3:4])([CH3:3])[CH3:2], predict the reactants needed to synthesize it. The reactants are: [C:1]([O:5][C:6]([N:8]1[CH2:13][CH:12]=[C:11]([C:14]2[CH:19]=[CH:18][C:17]([NH:20][C:21]([N:23]3[CH2:28][CH2:27][CH:26]([C:29]4[C:38]5[C:33](=[CH:34][C:35]([O:41][CH3:42])=[C:36]([O:39][CH3:40])[CH:37]=5)[N:32]=[CH:31][N:30]=4)[CH2:25][CH2:24]3)=[O:22])=[CH:16][CH:15]=2)[CH2:10][CH2:9]1)=[O:7])([CH3:4])([CH3:3])[CH3:2]. (3) Given the product [C:1]1([N:11]=[C:19]=[S:20])[C:10]2[C:5](=[CH:6][CH:7]=[CH:8][CH:9]=2)[CH:4]=[CH:3][CH:2]=1, predict the reactants needed to synthesize it. The reactants are: [C:1]1([NH2:11])[C:10]2[C:5](=[CH:6][CH:7]=[CH:8][CH:9]=2)[CH:4]=[CH:3][CH:2]=1.C(N(CC)CC)C.[C:19](Cl)(Cl)=[S:20].